This data is from NCI-60 drug combinations with 297,098 pairs across 59 cell lines. The task is: Regression. Given two drug SMILES strings and cell line genomic features, predict the synergy score measuring deviation from expected non-interaction effect. (1) Drug 1: C1=NC2=C(N=C(N=C2N1C3C(C(C(O3)CO)O)O)F)N. Drug 2: C1=CC=C(C(=C1)C(C2=CC=C(C=C2)Cl)C(Cl)Cl)Cl. Cell line: UACC62. Synergy scores: CSS=3.01, Synergy_ZIP=-1.10, Synergy_Bliss=-0.0285, Synergy_Loewe=0.0731, Synergy_HSA=0.279. (2) Drug 1: C1=CC(=CC=C1CC(C(=O)O)N)N(CCCl)CCCl.Cl. Drug 2: N.N.Cl[Pt+2]Cl. Cell line: PC-3. Synergy scores: CSS=2.23, Synergy_ZIP=-2.78, Synergy_Bliss=-2.06, Synergy_Loewe=-3.00, Synergy_HSA=-2.67. (3) Drug 1: CC(C1=C(C=CC(=C1Cl)F)Cl)OC2=C(N=CC(=C2)C3=CN(N=C3)C4CCNCC4)N. Drug 2: CCC1=CC2CC(C3=C(CN(C2)C1)C4=CC=CC=C4N3)(C5=C(C=C6C(=C5)C78CCN9C7C(C=CC9)(C(C(C8N6C)(C(=O)OC)O)OC(=O)C)CC)OC)C(=O)OC.C(C(C(=O)O)O)(C(=O)O)O. Synergy scores: CSS=47.5, Synergy_ZIP=6.23, Synergy_Bliss=6.82, Synergy_Loewe=-9.50, Synergy_HSA=6.65. Cell line: OVCAR-8.